Task: Predict the product of the given reaction.. Dataset: Forward reaction prediction with 1.9M reactions from USPTO patents (1976-2016) (1) Given the reactants [C:1]([N:5]1[C:10](=[O:11])[C:9](Cl)=[C:8]([O:13][CH2:14][C:15]2[CH:20]=[CH:19][C:18]([CH2:21][O:22][CH2:23][CH2:24][F:25])=[CH:17][CH:16]=2)[CH:7]=[N:6]1)([CH3:4])([CH3:3])[CH3:2].N1NC(=O)C=CC=1.C([SnH](CCCC)CCCC)CCC.N(C(C)(C)C#N)=NC(C)(C)C#N, predict the reaction product. The product is: [C:1]([N:5]1[C:10](=[O:11])[CH:9]=[C:8]([O:13][CH2:14][C:15]2[CH:16]=[CH:17][C:18]([CH2:21][O:22][CH2:23][CH2:24][F:25])=[CH:19][CH:20]=2)[CH:7]=[N:6]1)([CH3:4])([CH3:3])[CH3:2]. (2) Given the reactants [C:1]1(=[O:10])[C:9]2[C:4](=[CH:5][CH:6]=[CH:7][CH:8]=2)[CH2:3][CH2:2]1.[Li+].CC([N-]C(C)C)C.Br[CH2:20][N:21]1[C:25](=[O:26])[C:24]2=[CH:27][CH:28]=[CH:29][CH:30]=[C:23]2[C:22]1=[O:31], predict the reaction product. The product is: [O:10]=[C:1]1[C:9]2[C:4](=[CH:5][CH:6]=[CH:7][CH:8]=2)[CH2:3][CH:2]1[CH2:20][N:21]1[C:25](=[O:26])[C:24]2[C:23](=[CH:30][CH:29]=[CH:28][CH:27]=2)[C:22]1=[O:31]. (3) Given the reactants [CH3:1][O:2][C:3]([C:5]1[N:6]=[C:7]([NH:10][C:11](=[O:39])[C@@H:12]([N:24]2[C:28](=[O:29])[CH:27]([C:30]3[CH:35]=[CH:34][C:33]([S:36][CH3:37])=[CH:32][CH:31]=3)[NH:26][C:25]2=[O:38])[CH2:13][C:14]2[CH:19]=[CH:18][CH:17]=[CH:16][C:15]=2[C:20]([F:23])([F:22])[F:21])[S:8][CH:9]=1)=[O:4].ClC1C=CC=C(C(OO)=[O:48])C=1, predict the reaction product. The product is: [CH3:1][O:2][C:3]([C:5]1[N:6]=[C:7]([NH:10][C:11](=[O:39])[C@@H:12]([N:24]2[C:28](=[O:29])[CH:27]([C:30]3[CH:31]=[CH:32][C:33]([S:36]([CH3:37])=[O:48])=[CH:34][CH:35]=3)[NH:26][C:25]2=[O:38])[CH2:13][C:14]2[CH:19]=[CH:18][CH:17]=[CH:16][C:15]=2[C:20]([F:23])([F:22])[F:21])[S:8][CH:9]=1)=[O:4]. (4) The product is: [C:21]([O:25][C:26](=[O:38])[NH:27][CH:28]([C:32]1[CH:33]=[CH:34][CH:35]=[CH:36][CH:37]=1)[CH2:29][CH2:30][N:15]1[CH2:14][CH2:13][C:10]2([C:9](=[O:18])[N:8]([CH2:7][C:6]3[CH:5]=[CH:4][C:3]([Br:2])=[CH:20][CH:19]=3)[CH2:12][CH2:11]2)[CH2:17][CH2:16]1)([CH3:22])([CH3:23])[CH3:24]. Given the reactants Cl.[Br:2][C:3]1[CH:20]=[CH:19][C:6]([CH2:7][N:8]2[CH2:12][CH2:11][C:10]3([CH2:17][CH2:16][NH:15][CH2:14][CH2:13]3)[C:9]2=[O:18])=[CH:5][CH:4]=1.[C:21]([O:25][C:26](=[O:38])[NH:27][CH:28]([C:32]1[CH:37]=[CH:36][CH:35]=[CH:34][CH:33]=1)[CH2:29][CH:30]=O)([CH3:24])([CH3:23])[CH3:22].C(N(CC)CC)C.C(O[BH-](OC(=O)C)OC(=O)C)(=O)C.[Na+].C(=O)(O)[O-].[Na+], predict the reaction product.